This data is from Forward reaction prediction with 1.9M reactions from USPTO patents (1976-2016). The task is: Predict the product of the given reaction. The product is: [Cl:1][C:2]1[C:3]([F:31])=[C:4]([C@@H:8]2[C@:12]([C:15]3[CH:20]=[CH:19][C:18]([Cl:21])=[CH:17][C:16]=3[F:22])([C:13]#[N:14])[C@H:11]([CH2:23][C:24]([CH3:26])([CH3:27])[CH3:25])[NH:10][C@H:9]2[C:28]([NH:56][C:57]2[CH:58]=[CH:59][C:60]([CH2:63][CH2:64][C:65]([O:67][CH3:68])=[O:66])=[CH:61][CH:62]=2)=[O:29])[CH:5]=[CH:6][CH:7]=1. Given the reactants [Cl:1][C:2]1[C:3]([F:31])=[C:4]([C@@H:8]2[C@:12]([C:15]3[CH:20]=[CH:19][C:18]([Cl:21])=[CH:17][C:16]=3[F:22])([C:13]#[N:14])[C@H:11]([CH2:23][C:24]([CH3:27])([CH3:26])[CH3:25])[NH:10][C@H:9]2[C:28](O)=[O:29])[CH:5]=[CH:6][CH:7]=1.CCN(C(C)C)C(C)C.C1(P(Cl)(C2C=CC=CC=2)=O)C=CC=CC=1.[NH2:56][C:57]1[CH:62]=[CH:61][C:60]([CH2:63][CH2:64][C:65]([O:67][CH3:68])=[O:66])=[CH:59][CH:58]=1, predict the reaction product.